This data is from Reaction yield outcomes from USPTO patents with 853,638 reactions. The task is: Predict the reaction yield, written as a fraction of the theoretical maximum amount of product (1.0 means a 100% yield; for example, 0.34 means a 34% yield). (1) The reactants are [NH2:1][C:2]1[C:11]2[CH:10]=[CH:9][CH:8]=[C:7](Br)[C:6]=2[N:5]=[C:4]2[CH2:13][N:14]([CH:17]3[CH2:20][CH2:19][CH2:18]3)[C:15](=[O:16])[C:3]=12.[C:21]([C:23]1[CH:28]=[CH:27][CH:26]=[CH:25][C:24]=1B(O)O)#[N:22]. No catalyst specified. The product is [NH2:1][C:2]1[C:11]2[CH:10]=[CH:9][CH:8]=[C:7]([C:24]3[CH:25]=[CH:26][CH:27]=[CH:28][C:23]=3[C:21]#[N:22])[C:6]=2[N:5]=[C:4]2[CH2:13][N:14]([CH:17]3[CH2:20][CH2:19][CH2:18]3)[C:15](=[O:16])[C:3]=12. The yield is 0.0570. (2) The reactants are [CH3:1][C:2]1[C:6]([CH:7](O)[C:8]2[O:9][C:10]3[CH:16]=[CH:15][C:14]([CH2:17][C:18]([NH:20][CH:21]([C:28]4[CH:33]=[CH:32][C:31]([CH3:34])=[CH:30][C:29]=4[CH3:35])[C:22]4[CH:27]=[CH:26][CH:25]=[CH:24][CH:23]=4)=[O:19])=[CH:13][C:11]=3[CH:12]=2)=[C:5]([CH3:37])[O:4][N:3]=1.O=S(Cl)[Cl:40]. The catalyst is C(Cl)Cl. The product is [Cl:40][CH:7]([C:6]1[C:2]([CH3:1])=[N:3][O:4][C:5]=1[CH3:37])[C:8]1[O:9][C:10]2[CH:16]=[CH:15][C:14]([CH2:17][C:18]([NH:20][CH:21]([C:28]3[CH:33]=[CH:32][C:31]([CH3:34])=[CH:30][C:29]=3[CH3:35])[C:22]3[CH:23]=[CH:24][CH:25]=[CH:26][CH:27]=3)=[O:19])=[CH:13][C:11]=2[CH:12]=1. The yield is 0.720. (3) The reactants are C([O-])([O-])=O.[K+].[K+].[CH:7]([NH2:10])([CH3:9])[CH3:8].[C:11]([Si:15]([O:28][CH2:29][CH2:30][CH2:31][CH2:32][CH2:33]I)([C:22]1[CH:27]=[CH:26][CH:25]=[CH:24][CH:23]=1)[C:16]1[CH:21]=[CH:20][CH:19]=[CH:18][CH:17]=1)([CH3:14])([CH3:13])[CH3:12].O. The catalyst is C1COCC1. The product is [Si:15]([O:28][CH2:29][CH2:30][CH2:31][CH2:32][CH2:33][NH:10][CH:7]([CH3:9])[CH3:8])([C:11]([CH3:12])([CH3:13])[CH3:14])([C:22]1[CH:23]=[CH:24][CH:25]=[CH:26][CH:27]=1)[C:16]1[CH:21]=[CH:20][CH:19]=[CH:18][CH:17]=1. The yield is 0.920. (4) The reactants are [CH3:1][C:2]1([CH3:14])[C:6]([CH3:8])([CH3:7])[O:5][B:4]([C:9]2[CH:10]=[N:11][NH:12][CH:13]=2)[O:3]1.C(=O)([O-])[O-].[Cs+].[Cs+].Br[C:22]([CH3:29])([CH3:28])[C:23]([O:25][CH2:26][CH3:27])=[O:24].O. The catalyst is CN(C)C=O. The product is [CH3:28][C:22]([N:12]1[CH:13]=[C:9]([B:4]2[O:5][C:6]([CH3:7])([CH3:8])[C:2]([CH3:14])([CH3:1])[O:3]2)[CH:10]=[N:11]1)([CH3:29])[C:23]([O:25][CH2:26][CH3:27])=[O:24]. The yield is 0.840. (5) The reactants are [CH3:1][C:2]1[CH:3]=[C:4]([CH2:11][C:12]([O:14][CH3:15])=[O:13])[CH:5]=[CH:6][C:7]=1[N+:8]([O-])=O. The catalyst is C1COCC1.[Pd]. The product is [NH2:8][C:7]1[CH:6]=[CH:5][C:4]([CH2:11][C:12]([O:14][CH3:15])=[O:13])=[CH:3][C:2]=1[CH3:1]. The yield is 0.900.